Dataset: Peptide-MHC class II binding affinity with 134,281 pairs from IEDB. Task: Regression. Given a peptide amino acid sequence and an MHC pseudo amino acid sequence, predict their binding affinity value. This is MHC class II binding data. (1) The MHC is DRB1_1302 with pseudo-sequence DRB1_1302. The binding affinity (normalized) is 1.00. The peptide sequence is DYLKAQQNRRFMIYV. (2) The binding affinity (normalized) is 0.460. The peptide sequence is FEQITFMQALQLLLE. The MHC is DRB1_0401 with pseudo-sequence DRB1_0401. (3) The peptide sequence is YDKFLANVSTVLTGI. The MHC is DRB1_0802 with pseudo-sequence DRB1_0802. The binding affinity (normalized) is 0.814.